Dataset: NCI-60 drug combinations with 297,098 pairs across 59 cell lines. Task: Regression. Given two drug SMILES strings and cell line genomic features, predict the synergy score measuring deviation from expected non-interaction effect. (1) Drug 1: CN(C)C1=NC(=NC(=N1)N(C)C)N(C)C. Drug 2: C(CC(=O)O)C(=O)CN.Cl. Cell line: CCRF-CEM. Synergy scores: CSS=8.58, Synergy_ZIP=-9.01, Synergy_Bliss=-7.88, Synergy_Loewe=-21.8, Synergy_HSA=-10.2. (2) Drug 1: CC1C(C(CC(O1)OC2CC(CC3=C2C(=C4C(=C3O)C(=O)C5=C(C4=O)C(=CC=C5)OC)O)(C(=O)C)O)N)O.Cl. Drug 2: CC1=C2C(C(=O)C3(C(CC4C(C3C(C(C2(C)C)(CC1OC(=O)C(C(C5=CC=CC=C5)NC(=O)OC(C)(C)C)O)O)OC(=O)C6=CC=CC=C6)(CO4)OC(=O)C)O)C)O. Cell line: EKVX. Synergy scores: CSS=23.3, Synergy_ZIP=-9.59, Synergy_Bliss=-7.76, Synergy_Loewe=-35.6, Synergy_HSA=-6.55. (3) Drug 1: CC1C(C(=O)NC(C(=O)N2CCCC2C(=O)N(CC(=O)N(C(C(=O)O1)C(C)C)C)C)C(C)C)NC(=O)C3=C4C(=C(C=C3)C)OC5=C(C(=O)C(=C(C5=N4)C(=O)NC6C(OC(=O)C(N(C(=O)CN(C(=O)C7CCCN7C(=O)C(NC6=O)C(C)C)C)C)C(C)C)C)N)C. Drug 2: C(CC(=O)O)C(=O)CN.Cl. Cell line: MDA-MB-231. Synergy scores: CSS=23.9, Synergy_ZIP=-5.29, Synergy_Bliss=2.87, Synergy_Loewe=-19.4, Synergy_HSA=5.18. (4) Drug 1: CCCS(=O)(=O)NC1=C(C(=C(C=C1)F)C(=O)C2=CNC3=C2C=C(C=N3)C4=CC=C(C=C4)Cl)F. Drug 2: C1CN(CCN1C(=O)CCBr)C(=O)CCBr. Cell line: UACC62. Synergy scores: CSS=57.9, Synergy_ZIP=1.50, Synergy_Bliss=4.36, Synergy_Loewe=6.74, Synergy_HSA=9.10.